From a dataset of Forward reaction prediction with 1.9M reactions from USPTO patents (1976-2016). Predict the product of the given reaction. (1) Given the reactants [O:1]=[C:2]1[N:7]([CH2:8][C:9]2[CH:10]=[C:11]([CH:15]=[CH:16][CH:17]=2)[C:12](Cl)=[O:13])[N:6]=[C:5]([C:18]2[O:22][N:21]=[C:20]([C:23]3[CH:28]=[CH:27][C:26]([O:29][C:30]([F:33])([F:32])[F:31])=[CH:25][CH:24]=3)[N:19]=2)[CH:4]=[CH:3]1.[NH:34]1[CH2:39][CH2:38][O:37][CH2:36][CH2:35]1, predict the reaction product. The product is: [N:34]1([C:12]([C:11]2[CH:10]=[C:9]([CH:17]=[CH:16][CH:15]=2)[CH2:8][N:7]2[C:2](=[O:1])[CH:3]=[CH:4][C:5]([C:18]3[O:22][N:21]=[C:20]([C:23]4[CH:28]=[CH:27][C:26]([O:29][C:30]([F:31])([F:33])[F:32])=[CH:25][CH:24]=4)[N:19]=3)=[N:6]2)=[O:13])[CH2:39][CH2:38][O:37][CH2:36][CH2:35]1. (2) Given the reactants [NH2:1][C:2]1[CH:7]=[CH:6][C:5]([C:8]2[N:9]([CH:21]3[CH2:23][CH2:22]3)[C:10]3[C:15]([C:16]=2[C:17]#[N:18])=[CH:14][CH:13]=[C:12]([O:19]C)[CH:11]=3)=[CH:4][CH:3]=1.B(Br)(Br)Br.C([O-])(O)=O.[Na+], predict the reaction product. The product is: [NH2:1][C:2]1[CH:7]=[CH:6][C:5]([C:8]2[N:9]([CH:21]3[CH2:22][CH2:23]3)[C:10]3[C:15]([C:16]=2[C:17]#[N:18])=[CH:14][CH:13]=[C:12]([OH:19])[CH:11]=3)=[CH:4][CH:3]=1. (3) Given the reactants CCN(/C=C(/C(OCC)=O)\[C:8](C)=[O:9])CC.OCCNN.[C:21]([N:25]1[C:29]([CH3:30])=[C:28]([C:31]([O:33][CH2:34][CH3:35])=[O:32])[CH:27]=[N:26]1)(C)(C)[CH3:22].[H-].[Na+].[OH:38][CH2:39][CH2:40][N:41]1[C:45]([CH3:46])=[C:44]([C:47]([O:49][CH2:50][CH3:51])=[O:48])[CH:43]=[N:42]1.CI, predict the reaction product. The product is: [OH:38][CH2:39][CH2:40][N:41]1[C:45]([CH3:46])=[C:44]([C:47]([O:49][CH2:50][CH3:51])=[O:48])[CH:43]=[N:42]1.[CH3:8][O:9][CH2:22][CH2:21][N:25]1[C:29]([CH3:30])=[C:28]([C:31]([O:33][CH2:34][CH3:35])=[O:32])[CH:27]=[N:26]1. (4) Given the reactants [NH2:1][C@@H:2]([CH2:6][C:7]1[CH:12]=[CH:11][C:10]([C:13]2[CH:18]=[C:17]([O:19][C@H:20]([C:25]3[CH:30]=[CH:29][C:28]([Cl:31])=[CH:27][C:26]=3[N:32]3[CH:36]=[CH:35][C:34]([CH3:37])=[N:33]3)[C:21]([F:24])([F:23])[F:22])[N:16]=[C:15]([NH2:38])[N:14]=2)=[CH:9][CH:8]=1)[C:3]([OH:5])=[O:4].[CH2:39]([S:41]([OH:44])(=[O:43])=[O:42])[CH3:40].CC(O)C.CCO, predict the reaction product. The product is: [S:41]([CH2:39][CH3:40])([OH:44])(=[O:43])=[O:42].[NH2:1][C@@H:2]([CH2:6][C:7]1[CH:12]=[CH:11][C:10]([C:13]2[CH:18]=[C:17]([O:19][C@H:20]([C:25]3[CH:30]=[CH:29][C:28]([Cl:31])=[CH:27][C:26]=3[N:32]3[CH:36]=[CH:35][C:34]([CH3:37])=[N:33]3)[C:21]([F:23])([F:24])[F:22])[N:16]=[C:15]([NH2:38])[N:14]=2)=[CH:9][CH:8]=1)[C:3]([OH:5])=[O:4].